From a dataset of Catalyst prediction with 721,799 reactions and 888 catalyst types from USPTO. Predict which catalyst facilitates the given reaction. (1) Reactant: Cl[C:2]1[C:7]([N+:8]([O-:10])=[O:9])=[CH:6][N:5]=[C:4]2[CH:11]=[CH:12][S:13][C:3]=12.[CH:14]1([NH2:20])[CH2:19][CH2:18][CH2:17][CH2:16][CH2:15]1.C(N(CC)C(C)C)(C)C. Product: [CH:14]1([NH:20][C:2]2[C:7]([N+:8]([O-:10])=[O:9])=[CH:6][N:5]=[C:4]3[CH:11]=[CH:12][S:13][C:3]=23)[CH2:19][CH2:18][CH2:17][CH2:16][CH2:15]1. The catalyst class is: 32. (2) Reactant: O[CH:2]([C:9]([C:12]1[CH:17]=[CH:16][C:15]([O:18][CH3:19])=[C:14]([N+:20]([O-:22])=[O:21])[CH:13]=1)([CH3:11])[CH3:10])[CH2:3][C:4]([O:6][CH2:7][CH3:8])=[O:5].C(N(CC)CC)C.[Cl-].C1CCN2C(=NCCC2)CC1. Product: [CH3:19][O:18][C:15]1[CH:16]=[CH:17][C:12]([C:9]([CH3:10])([CH3:11])[CH:2]=[CH:3][C:4]([O:6][CH2:7][CH3:8])=[O:5])=[CH:13][C:14]=1[N+:20]([O-:22])=[O:21]. The catalyst class is: 13.